From a dataset of Serine/threonine kinase 33 screen with 319,792 compounds. Binary Classification. Given a drug SMILES string, predict its activity (active/inactive) in a high-throughput screening assay against a specified biological target. (1) The drug is S(=O)(=O)(Nc1ccc(OC)cc1)/C=C\c1ccccc1. The result is 0 (inactive). (2) The compound is OC(=O)c1cc2nc3c4c(n(c3nc2cc1)CC)ccc(c4)C. The result is 1 (active). (3) The result is 0 (inactive). The drug is FC(F)(F)c1ccc(NC(=O)Nc2cc3C(=O)N(CC(C(Oc3cc2)CN(C)C(=O)Nc2c(onc2C)C)C)C(CO)C)cc1. (4) The molecule is Oc1c(N2CCN(CC2)CC(=O)Nc2c(C(=O)NC(c3ccccc3)C)cccc2)cccc1. The result is 0 (inactive). (5) The result is 0 (inactive). The molecule is S(=O)(=O)(Nc1ncccn1)c1ccc(NC(=O)CCc2ccc(OC)cc2)cc1.